From a dataset of Experimentally validated miRNA-target interactions with 360,000+ pairs, plus equal number of negative samples. Binary Classification. Given a miRNA mature sequence and a target amino acid sequence, predict their likelihood of interaction. (1) The miRNA is hsa-miR-5698 with sequence UGGGGGAGUGCAGUGAUUGUGG. The protein sequence of the target gene is MSEYIRVTEDENDEPIEIPSEDDGTVLLSTVTAQFPGACGLRYRNPVSQCMRGVRLVEGILHAPDAGWGNLVYVVNYPKDNKRKMDETDASSAVKVKRAVQKTSDLIVLGLPWKTTEQDLKEYFSTFGEVLMVQVKKDLKTGHSKGFGFVRFTEYETQVKVMSQRHMIDGRWCDCKLPNSKQSQDEPLRSRKVFVGRCTEDMTEDELREFFSQYGDVMDVFIPKPFRAFAFVTFADDQIAQSLCGEDLIIKGISVHISNAEPKHNSNRQLERSGRFGGNPGGFGNQGGFGNSRGGGAGLG.... Result: 1 (interaction). (2) The miRNA is hsa-miR-7106-5p with sequence UGGGAGGAGGGGAUCUUGGG. The protein sequence of the target gene is MADFGISAGQFVAVVWDKSSPVEALKGLVDKLQALTGNEGRVSVENIKQLLQSAHKESSFDIILSGLVPGSTTLHSAEILAEIARILRPGGCLFLKEPVETAVDNNSKVKTASKLCSALTLSGLVEVKELQREPLTPEEVQSVREHLGHESDNLLFVQITGKKPNFEVGSSRQLKLSITKKSSPSVKPAVDPAAAKLWTLSANDMEDDSMDLIDSDELLDPEDLKKPDPASLRAASCGEGKKRKACKNCTCGLAEELEKEKSREQMSSQPKSACGNCYLGDAFRCASCPYLGMPAFKPGE.... Result: 1 (interaction). (3) The miRNA is hsa-miR-548d-5p with sequence AAAAGUAAUUGUGGUUUUUGCC. The protein sequence of the target gene is MAAEEEEVDSADTGERSGWLTGWLPTWCPTSISHLKEAEEKMLKCVPCTYKKEPVRISNGNKIWTLKFSHNISNKTPLVLLHGFGGGLGLWALNFGDLCTNRPVYAFDLLGFGRSSRPRFDSDAEEVENQFVESIEEWRCALGLDKMILLGHNLGGFLAAAYSLKYPSRVNHLILVEPWGFPERPDLADQDRPIPVWIRALGAALTPFNPLAGLRIAGPFGLSLVQRLRPDFKRKYSSMFEDDTVTEYIYHCNVQTPSGETAFKNMTIPYGWAKRPMLQRIGKMHPDIPVSVIFGARSCI.... Result: 1 (interaction). (4) The miRNA is ath-miR156a-5p with sequence UGACAGAAGAGAGUGAGCAC. The protein sequence of the target gene is MEMSGLSFSEMEGCRNLLGLLDNDEIMALCDTVTNRLVQPQDRQDAVHAILAYSQSAEELLRRRKVHREVIFKYLATQGIVIPPATEKHNLIQHAKDYWQKQPQLKLKETPEPVTKTEDIHLFQQQVKEDKKAEKVDFRRLGEEFCHWFFGLLNSQNPFLGPPQDEWGPQHFWHDVKLRFYYNTSEQNVMDYHGAEIVSLRLLSLVKEEFLFLSPNLDSHGLKCASSPHGLVMVGVAGTVHRGNTCLGIFEQIFGLIRCPFVENTWKIKFINLKIMGESSLAPGTLPKPSVKFEQSDLEA.... Result: 0 (no interaction). (5) The protein sequence of the target gene is MMQESGSETKSNGSAIQNGSSGGNHLLECGALRDTRSNGEAPAVDLGAADLAHVQQQQQQALQVARQLLLQQQQQQQQQQQQQQQQQQQQQQQQQQQQQQQQQQQQQVSGLKSPKRNDKQPALQVPVSVAMMTPQVITPQQMQQILQQQVLSPQQLQVLLQQQQALMLQQQLQEFYKKQQEQLQLQLLQQQHAGKQPKEQQVATQQLAFQQQLLQMQQLQQQHLLSLQRQGLLTIQPGQPALPLQPLAQGMIPTELQQLWKEVTSAHTAEETTSSNHSSLDLTSTCVSSSAPSKSSLIMN.... Result: 1 (interaction). The miRNA is mmu-miR-128-3p with sequence UCACAGUGAACCGGUCUCUUU. (6) The miRNA is hsa-miR-181c-5p with sequence AACAUUCAACCUGUCGGUGAGU. The protein sequence of the target gene is MPSARGKSKSKAPITFGDLAIYFSQEEWEWLSPIQKDLYEDVMLENYRNLVSLGLSFRRPNVITLLEKGKAPWMVEPVRRRRAPDSGSKCETKKLPPNQCNKSGQSICQKLVSAQQKAPTRKSGCNKNSVLVKPKKGHSGKKPLKCNDCGKTFSRSFSLKLHQNIHTGEKPFECSNCRKAFRQISSILLHQRIHSGKKSHECNKCGESFNQRTTLILHMRIHDGKEILDCGKALSQCQSFNIHQKIHVVGNVCQCRKCGKAFNQMSSLLLHKKIHNGKKTHKYNKCGRGFKKKSVFVVHK.... Result: 1 (interaction).